The task is: Predict the reactants needed to synthesize the given product.. This data is from Full USPTO retrosynthesis dataset with 1.9M reactions from patents (1976-2016). (1) Given the product [O-:8][N+:5]1[CH:6]=[CH:7][C:2]([S:19][CH3:18])=[CH:3][C:4]=1[CH2:9][CH2:10][C:11]([O:13][C:14]([CH3:17])([CH3:16])[CH3:15])=[O:12], predict the reactants needed to synthesize it. The reactants are: Cl[C:2]1[CH:7]=[CH:6][N+:5]([O-:8])=[C:4]([CH2:9][CH2:10][C:11]([O:13][C:14]([CH3:17])([CH3:16])[CH3:15])=[O:12])[CH:3]=1.[CH3:18][S-:19].[Na+]. (2) Given the product [Br:11][N:9]1[C:10]2[NH:1][CH2:2][CH2:3][CH2:4][C:5]=2[CH:6]=[CH:7][CH2:8]1, predict the reactants needed to synthesize it. The reactants are: [NH:1]1[C:10]2[C:5](=[CH:6][CH:7]=[CH:8][N:9]=2)[CH2:4][CH2:3][CH2:2]1.[Br:11]N1C(=O)CCC1=O.C([O-])([O-])=O.[K+].[K+]. (3) Given the product [Cl:3][CH2:20][C:17]1[CH:18]=[CH:19][C:14]([CH2:13][CH2:12][C:9]2[CH:10]=[CH:11][C:6]([F:5])=[CH:7][CH:8]=2)=[CH:15][CH:16]=1, predict the reactants needed to synthesize it. The reactants are: S(Cl)([Cl:3])=O.[F:5][C:6]1[CH:11]=[CH:10][C:9]([CH2:12][CH2:13][C:14]2[CH:19]=[CH:18][C:17]([CH2:20]O)=[CH:16][CH:15]=2)=[CH:8][CH:7]=1.C(=O)(O)[O-].[Na+]. (4) Given the product [C:47]([C:51]1[CH:55]=[C:54]([NH:56][C:57]([NH:37][C@@H:30]2[C:31]3[C:36](=[CH:35][CH:34]=[CH:33][CH:32]=3)[C@@H:27]([O:26][C:23]3[CH:24]=[CH:25][C:20]4[N:21]([C:17]([C:12]5[CH:13]=[CH:14][CH:15]=[CH:16][C:11]=5[S:10][CH2:9][CH2:8][O:7][CH:2]5[CH2:3][CH2:4][CH2:5][CH2:6][O:1]5)=[N:18][N:19]=4)[CH:22]=3)[CH2:28][CH2:29]2)=[O:58])[N:53]([C:65]2[CH:70]=[CH:69][C:68]([CH3:71])=[CH:67][CH:66]=2)[N:52]=1)([CH3:50])([CH3:48])[CH3:49], predict the reactants needed to synthesize it. The reactants are: [O:1]1[CH2:6][CH2:5][CH2:4][CH2:3][CH:2]1[O:7][CH2:8][CH2:9][S:10][C:11]1[CH:16]=[CH:15][CH:14]=[CH:13][C:12]=1[C:17]1[N:21]2[CH:22]=[C:23]([O:26][C@@H:27]3[C:36]4[C:31](=[CH:32][CH:33]=[CH:34][CH:35]=4)[C@@H:30]([NH2:37])[CH2:29][CH2:28]3)[CH:24]=[CH:25][C:20]2=[N:19][N:18]=1.CCN(C(C)C)C(C)C.[C:47]([C:51]1[CH:55]=[C:54]([NH:56][C:57](=O)[O:58]CC(Cl)(Cl)Cl)[N:53]([C:65]2[CH:70]=[CH:69][C:68]([CH3:71])=[CH:67][CH:66]=2)[N:52]=1)([CH3:50])([CH3:49])[CH3:48]. (5) Given the product [C:1]([C:5]1[O:9][N:8]=[C:7]([NH:10][C:11]([NH:13][C:14]2[CH:19]=[CH:18][C:17]([CH3:20])=[C:16]([C:21]3[C:32](=[O:33])[N:31]([CH3:34])[C:24]4[N:25]=[C:26]([NH:36][CH3:35])[N:27]=[CH:28][C:23]=4[CH:22]=3)[CH:15]=2)=[O:12])[CH:6]=1)([CH3:4])([CH3:3])[CH3:2], predict the reactants needed to synthesize it. The reactants are: [C:1]([C:5]1[O:9][N:8]=[C:7]([NH:10][C:11]([NH:13][C:14]2[CH:19]=[CH:18][C:17]([CH3:20])=[C:16]([C:21]3[C:32](=[O:33])[N:31]([CH3:34])[C:24]4[N:25]=[C:26](SC)[N:27]=[CH:28][C:23]=4[CH:22]=3)[CH:15]=2)=[O:12])[CH:6]=1)([CH3:4])([CH3:3])[CH3:2].[CH3:35][NH2:36]. (6) Given the product [F:1][C:2]1[C:10]2[O:9][C:8]([CH2:11][OH:12])=[CH:7][C:6]=2[CH:5]=[CH:4][CH:3]=1, predict the reactants needed to synthesize it. The reactants are: [F:1][C:2]1[C:10]2[O:9][C:8]([C:11](OCC)=[O:12])=[CH:7][C:6]=2[CH:5]=[CH:4][CH:3]=1.[H-].[Al+3].[Li+].[H-].[H-].[H-].O.O.O.O.O.O.O.O.O.O.S([O-])([O-])(=O)=O.[Na+].[Na+].